Task: Predict the product of the given reaction.. Dataset: Forward reaction prediction with 1.9M reactions from USPTO patents (1976-2016) (1) Given the reactants Br[C:2]1[CH:3]=[C:4]([CH:17]=[CH:18][C:19]=1[F:20])[CH2:5][C:6]1[C:15]2[C:10](=[CH:11][CH:12]=[CH:13][CH:14]=2)[C:9](=[O:16])[NH:8][N:7]=1.CN(C=O)C.[CH:26]([C:28]1[O:32][C:31](B(O)O)=[CH:30][CH:29]=1)=[O:27].P([O-])([O-])([O-])=O.[K+].[K+].[K+], predict the reaction product. The product is: [F:20][C:19]1[CH:18]=[CH:17][C:4]([CH2:5][C:6]2[C:15]3[C:10](=[CH:11][CH:12]=[CH:13][CH:14]=3)[C:9](=[O:16])[NH:8][N:7]=2)=[CH:3][C:2]=1[C:31]1[O:32][C:28]([CH:26]=[O:27])=[CH:29][CH:30]=1. (2) Given the reactants FC1C=C(C=CC=1)CN1C2C(=CC=CC=2CCC2C=CC(C(O)=O)=CC=2)CC1.[CH3:29][O:30][C:31]1[CH:32]=[C:33]([N:39]2[CH2:47][C:46]3[C:41](=[CH:42][CH:43]=[CH:44][C:45]=3[CH2:48][CH2:49][C:50]3[CH:59]=[CH:58][C:53]([C:54]([O:56]C)=[O:55])=[CH:52][CH:51]=3)[CH2:40]2)[CH:34]=[C:35]([O:37][CH3:38])[CH:36]=1.[Li+].[OH-], predict the reaction product. The product is: [CH3:29][O:30][C:31]1[CH:32]=[C:33]([N:39]2[CH2:47][C:46]3[C:41](=[CH:42][CH:43]=[CH:44][C:45]=3[CH2:48][CH2:49][C:50]3[CH:51]=[CH:52][C:53]([C:54]([OH:56])=[O:55])=[CH:58][CH:59]=3)[CH2:40]2)[CH:34]=[C:35]([O:37][CH3:38])[CH:36]=1. (3) Given the reactants [F:1][C:2]([F:30])([F:29])[C:3]([NH:5][CH2:6][C:7]#[C:8][C:9]1[C:17]2[C:12](=[CH:13][CH:14]=[C:15]([N+:18]([O-:20])=[O:19])[CH:16]=2)[N:11]([CH:21]2[CH2:25][CH:24]([OH:26])[CH:23]([CH2:27][OH:28])[O:22]2)[CH:10]=1)=[O:4].[CH3:31][O:32][C:33]1[CH:38]=[CH:37][C:36]([C:39](Cl)([C:46]2[CH:51]=[CH:50][C:49]([O:52][CH3:53])=[CH:48][CH:47]=2)C2C=CC=CC=2)=[CH:35][CH:34]=1, predict the reaction product. The product is: [CH3:53][O:52][C:49]1[CH:48]=[CH:47][C:46]([CH:39]([C:36]2[CH:35]=[CH:34][C:33]([O:32][CH3:31])=[CH:38][CH:37]=2)[O:28][CH:27]([C:12]2[CH:17]=[CH:16][CH:15]=[CH:14][CH:13]=2)[CH:23]2[O:22][CH:21]([N:11]3[C:12]4[C:17](=[CH:16][C:15]([N+:18]([O-:20])=[O:19])=[CH:14][CH:13]=4)[C:9]([C:8]#[C:7][CH2:6][NH:5][C:3](=[O:4])[C:2]([F:29])([F:1])[F:30])=[CH:10]3)[CH2:25][CH:24]2[OH:26])=[CH:51][CH:50]=1. (4) Given the reactants [Cl:1][C:2]1[CH:11]=[C:10]([CH3:12])[CH:9]=[CH:8][C:3]=1[C:4]([O:6]C)=[O:5].[OH-].[Li+], predict the reaction product. The product is: [Cl:1][C:2]1[CH:11]=[C:10]([CH3:12])[CH:9]=[CH:8][C:3]=1[C:4]([OH:6])=[O:5]. (5) Given the reactants [CH3:1][O:2][C:3]([C:5]1([CH3:29])[O:10][CH2:9][CH:8]([CH2:11][CH2:12][CH2:13][CH2:14][O:15][N:16]=[C:17]([C:19]2[CH:24]=[CH:23][C:22]([O:25]COC)=[CH:21][CH:20]=2)[CH3:18])[CH2:7][O:6]1)=[O:4].Cl, predict the reaction product. The product is: [CH3:1][O:2][C:3]([C:5]1([CH3:29])[O:10][CH2:9][CH:8]([CH2:11][CH2:12][CH2:13][CH2:14][O:15][N:16]=[C:17]([C:19]2[CH:20]=[CH:21][C:22]([OH:25])=[CH:23][CH:24]=2)[CH3:18])[CH2:7][O:6]1)=[O:4]. (6) Given the reactants [CH3:1][O:2][C:3]([C:5]1([S:18]([C:21]2[CH:26]=[CH:25][C:24]([O:27][CH2:28][C:29]#[C:30][CH3:31])=[CH:23][CH:22]=2)(=[O:20])=[O:19])[CH2:10][CH2:9][N:8](C(OC(C)(C)C)=O)[CH2:7][CH2:6]1)=[O:4].Cl, predict the reaction product. The product is: [CH3:1][O:2][C:3]([C:5]1([S:18]([C:21]2[CH:22]=[CH:23][C:24]([O:27][CH2:28][C:29]#[C:30][CH3:31])=[CH:25][CH:26]=2)(=[O:20])=[O:19])[CH2:10][CH2:9][NH:8][CH2:7][CH2:6]1)=[O:4]. (7) Given the reactants Br[C:2]1[CH:3]=[C:4]([NH:9][C:10](=[O:21])[C:11]2[CH:16]=[CH:15][CH:14]=[C:13]([C:17]([F:20])([F:19])[F:18])[CH:12]=2)[CH:5]=[N:6][C:7]=1[CH3:8].[B:22]1([B:22]2[O:26][C:25]([CH3:28])([CH3:27])[C:24]([CH3:30])([CH3:29])[O:23]2)[O:26][C:25]([CH3:28])([CH3:27])[C:24]([CH3:30])([CH3:29])[O:23]1.C([O-])(=O)C.[K+].C(Cl)Cl, predict the reaction product. The product is: [CH3:8][C:7]1[N:6]=[CH:5][C:4]([NH:9][C:10](=[O:21])[C:11]2[CH:16]=[CH:15][CH:14]=[C:13]([C:17]([F:20])([F:19])[F:18])[CH:12]=2)=[CH:3][C:2]=1[B:22]1[O:26][C:25]([CH3:28])([CH3:27])[C:24]([CH3:30])([CH3:29])[O:23]1. (8) Given the reactants Cl[C:2]([O:4][CH2:5][Cl:6])=[O:3].[O:7]1[CH2:12][CH2:11][CH:10]([OH:13])[CH2:9][CH2:8]1, predict the reaction product. The product is: [O:7]1[CH2:12][CH2:11][CH:10]([O:13][C:2](=[O:3])[O:4][CH2:5][Cl:6])[CH2:9][CH2:8]1.